From a dataset of Full USPTO retrosynthesis dataset with 1.9M reactions from patents (1976-2016). Predict the reactants needed to synthesize the given product. (1) Given the product [CH2:31]([S:28]([C:25]1[N:26]=[CH:27][C:22]([NH:8][C:5]2[N:4]=[C:3]([C:9]3[N:13]([CH:14]4[CH2:19][CH2:18][O:17][CH2:16][CH2:15]4)[C:12]([CH3:20])=[N:11][CH:10]=3)[C:2]([F:1])=[CH:7][N:6]=2)=[CH:23][CH:24]=1)(=[O:29])=[O:30])[CH3:32], predict the reactants needed to synthesize it. The reactants are: [F:1][C:2]1[C:3]([C:9]2[N:13]([CH:14]3[CH2:19][CH2:18][O:17][CH2:16][CH2:15]3)[C:12]([CH3:20])=[N:11][CH:10]=2)=[N:4][C:5]([NH2:8])=[N:6][CH:7]=1.Br[C:22]1[CH:23]=[CH:24][C:25]([S:28]([CH2:31][CH3:32])(=[O:30])=[O:29])=[N:26][CH:27]=1.C([O-])([O-])=O.[Cs+].[Cs+].CC1(C)C2C(=C(P(C3C=CC=CC=3)C3C=CC=CC=3)C=CC=2)OC2C(P(C3C=CC=CC=3)C3C=CC=CC=3)=CC=CC1=2. (2) Given the product [O:1]=[C:2]1[C:10]2([CH2:14][O:13][C:12]3[CH:15]=[C:16]4[C:21](=[CH:22][C:11]2=3)[CH2:20][CH2:19][CH2:18][CH2:17]4)[C:9]2[C:4](=[CH:5][CH:6]=[CH:7][CH:8]=2)[N:3]1[CH2:23][C:24]([OH:26])=[O:25], predict the reactants needed to synthesize it. The reactants are: [O:1]=[C:2]1[C:10]2([CH2:14][O:13][C:12]3[CH:15]=[C:16]4[C:21](=[CH:22][C:11]2=3)[CH2:20][CH2:19][CH2:18][CH2:17]4)[C:9]2[C:4](=[CH:5][CH:6]=[CH:7][CH:8]=2)[N:3]1[CH2:23][C:24]([O:26]CC)=[O:25].O=C1C2(C3=CC4OCOC=4C=C3OC2)C2C(=CC=CC=2)N1CC(OCC)=O. (3) Given the product [CH2:13]([NH:15][C:16](=[O:17])[O-:18])[CH3:14].[CH3:19][C:20]1[C:21]([Cl:8])=[CH:22][C:23]2[CH:24]([CH3:32])[CH:25]3[CH2:29][NH:28][CH2:27][CH:26]3[C:30]=2[CH:31]=1, predict the reactants needed to synthesize it. The reactants are: C1C(=O)N([Cl:8])C(=O)C1.C(O)(=O)C.[CH2:13]([NH:15][C:16](=[O:18])[O-:17])[CH3:14].[CH3:19][C:20]1[CH:21]=[CH:22][C:23]2[CH:24]([CH3:32])[CH:25]3[CH2:29][NH:28][CH2:27][CH:26]3[C:30]=2[CH:31]=1. (4) Given the product [NH2:23][C:11]1[CH:10]=[CH:9][C:8]([O:7][C:6]2[CH:5]=[CH:4][C:3]([CH2:1][CH3:2])=[CH:27][CH:26]=2)=[CH:13][C:12]=1[CH2:14][NH:15][C:16](=[O:22])[O:17][C:18]([CH3:21])([CH3:20])[CH3:19], predict the reactants needed to synthesize it. The reactants are: [CH2:1]([C:3]1[CH:27]=[CH:26][C:6]([O:7][C:8]2[CH:9]=[CH:10][C:11]([N+:23]([O-])=O)=[C:12]([CH2:14][NH:15][C:16](=[O:22])[O:17][C:18]([CH3:21])([CH3:20])[CH3:19])[CH:13]=2)=[CH:5][CH:4]=1)[CH3:2].[Cl-].[NH4+].C(O)C. (5) Given the product [CH3:1][O:2][C:3]1[CH:8]=[CH:7][CH:6]=[C:5]([O:9][CH3:10])[C:4]=1[CH:11]1[N:16]([CH2:17][C:18]2[CH:23]=[CH:22][C:21]([O:24][CH2:27][CH2:28][CH3:29])=[CH:20][CH:19]=2)[C:15](=[O:25])[CH2:14][CH2:13][CH2:12]1, predict the reactants needed to synthesize it. The reactants are: [CH3:1][O:2][C:3]1[CH:8]=[CH:7][CH:6]=[C:5]([O:9][CH3:10])[C:4]=1[CH:11]1[N:16]([CH2:17][C:18]2[CH:23]=[CH:22][C:21]([OH:24])=[CH:20][CH:19]=2)[C:15](=[O:25])[CH2:14][CH2:13][CH2:12]1.Br[CH2:27][CH2:28][CH3:29]. (6) Given the product [BrH:14].[Br:14][CH2:12][C:11]([C:8]1[CH:9]=[N:10][C:5]([O:4][CH2:3][CH2:2][F:1])=[CH:6][CH:7]=1)=[O:13], predict the reactants needed to synthesize it. The reactants are: [F:1][CH2:2][CH2:3][O:4][C:5]1[N:10]=[CH:9][C:8]([C:11](=[O:13])[CH3:12])=[CH:7][CH:6]=1.[BrH:14].BrBr.